Dataset: Forward reaction prediction with 1.9M reactions from USPTO patents (1976-2016). Task: Predict the product of the given reaction. (1) Given the reactants [OH:1][CH:2]1[CH2:5][CH:4]([C:6]([O:8][CH3:9])=[O:7])[CH2:3]1.[H-].[Na+].F[C:13]1[C:18]([CH:19]2[CH2:24][CH2:23][O:22][CH2:21][CH2:20]2)=[CH:17][C:16]([F:25])=[CH:15][N:14]=1, predict the reaction product. The product is: [CH3:9][O:8][C:6]([CH:4]1[CH2:5][CH:2]([O:1][C:13]2[C:18]([CH:19]3[CH2:20][CH2:21][O:22][CH2:23][CH2:24]3)=[CH:17][C:16]([F:25])=[CH:15][N:14]=2)[CH2:3]1)=[O:7]. (2) Given the reactants [O:1]=[C:2]1[CH2:7][CH2:6][C@H:5]2[C@H:8]3[C@H:17]([CH2:18][CH2:19][C@:3]12[CH3:4])[C:16]1[CH:15]=[CH:14][C:13](/[CH:20]=[CH:21]/[C:22]([O:24][CH2:25][CH3:26])=[O:23])=[CH:12][C:11]=1[CH2:10][CH2:9]3.[H][H], predict the reaction product. The product is: [O:1]=[C:2]1[CH2:7][CH2:6][C@H:5]2[C@H:8]3[C@H:17]([CH2:18][CH2:19][C@:3]12[CH3:4])[C:16]1[CH:15]=[CH:14][C:13]([CH2:20][CH2:21][C:22]([O:24][CH2:25][CH3:26])=[O:23])=[CH:12][C:11]=1[CH2:10][CH2:9]3. (3) Given the reactants [Cl:1][C:2]1[CH:3]=[C:4]([C@@H:12]([CH3:16])[C:13]([OH:15])=O)[CH:5]=[CH:6][C:7]=1[S:8]([CH3:11])(=[O:10])=[O:9].C(Cl)(=O)C(Cl)=O.[CH3:23][O:24][CH:25]([O:34][CH3:35])[CH2:26][C:27]1[N:28]=[CH:29][C:30]([NH2:33])=[N:31][CH:32]=1.N1[CH:41]=[CH:40][CH:39]=[CH:38][CH:37]=1, predict the reaction product. The product is: [Cl:1][C:2]1[CH:3]=[C:4]([C@@H:12]([CH2:16][CH:37]2[CH2:41][CH2:40][CH2:39][CH2:38]2)[C:13]([NH:33][C:30]2[CH:29]=[N:28][C:27]([CH2:26][CH:25]([O:24][CH3:23])[O:34][CH3:35])=[CH:32][N:31]=2)=[O:15])[CH:5]=[CH:6][C:7]=1[S:8]([CH3:11])(=[O:9])=[O:10]. (4) The product is: [N:37]1[CH:38]=[CH:39][CH:40]=[CH:41][C:36]=1[CH2:35][CH2:34][C:33]1[N:29]([C:26]2[CH:25]=[CH:24][C:23]([C:12]3[C:13]4[CH:22]=[CH:21][C:20]5[C:15](=[CH:16][CH:17]=[CH:18][CH:19]=5)[C:14]=4[NH:8][C:9](=[O:42])[CH2:10][N:11]=3)=[CH:28][CH:27]=2)[N:30]=[N:31][N:32]=1. Given the reactants COC1C=CC(C[N:8]2[C:14]3[C:15]4[C:20]([CH:21]=[CH:22][C:13]=3[C:12]([C:23]3[CH:28]=[CH:27][C:26]([N:29]5[C:33]([CH2:34][CH2:35][C:36]6[CH:41]=[CH:40][CH:39]=[CH:38][N:37]=6)=[N:32][N:31]=[N:30]5)=[CH:25][CH:24]=3)=[N:11][CH2:10][C:9]2=[O:42])=[CH:19][CH:18]=[CH:17][CH:16]=4)=CC=1.[Cl-].[Al+3].[Cl-].[Cl-].C(=O)([O-])O.[Na+], predict the reaction product. (5) Given the reactants [Br:1][C:2]1[CH:3]=[N:4][CH:5]=[C:6]([F:8])[CH:7]=1.[Cl-].[Li+].ClC(O[C:15]1[CH:20]=[CH:19][CH:18]=[CH:17][CH:16]=1)=O.[Cl-].[NH4+], predict the reaction product. The product is: [Br:1][C:2]1[CH:3]=[N:4][CH:5]=[C:6]([F:8])[C:7]=1[C:15]1[CH:20]=[CH:19][CH:18]=[CH:17][CH:16]=1.